This data is from Forward reaction prediction with 1.9M reactions from USPTO patents (1976-2016). The task is: Predict the product of the given reaction. (1) Given the reactants Cl[S:2]([N:5]=[C:6]=[O:7])(=[O:4])=[O:3].[CH2:8]([OH:15])[C:9]1[CH:14]=[CH:13][CH:12]=[CH:11][CH:10]=1.[NH2:16][C:17]1[CH:47]=[CH:46][C:20]2[NH:21][C:22]([C:27]3[C:28](=[O:45])[C:29]([CH2:42][CH2:43][CH3:44])([CH2:39][CH2:40][CH3:41])[C:30]4[C:35]([C:36]=3[OH:37])=[CH:34][C:33]([F:38])=[CH:32][CH:31]=4)=[N:23][S:24](=[O:26])(=[O:25])[C:19]=2[CH:18]=1.C(N(CC)CC)C, predict the reaction product. The product is: [F:38][C:33]1[CH:34]=[C:35]2[C:30]([C:29]([CH2:39][CH2:40][CH3:41])([CH2:42][CH2:43][CH3:44])[C:28](=[O:45])[C:27]([C:22]3[NH:21][C:20]4[CH:46]=[CH:47][C:17]([NH:16][S:2]([NH:5][C:6](=[O:7])[O:15][CH2:8][C:9]5[CH:14]=[CH:13][CH:12]=[CH:11][CH:10]=5)(=[O:4])=[O:3])=[CH:18][C:19]=4[S:24](=[O:25])(=[O:26])[N:23]=3)=[C:36]2[OH:37])=[CH:31][CH:32]=1. (2) The product is: [CH3:8][C:6]1[CH:7]=[C:2]([S:10][CH2:11][CH2:12][CH2:13][CH2:14][CH2:15][CH2:16][OH:17])[CH:3]=[C:4]([CH3:9])[CH:5]=1. Given the reactants I[C:2]1[CH:3]=[C:4]([CH3:9])[CH:5]=[C:6]([CH3:8])[CH:7]=1.[SH:10][CH2:11][CH2:12][CH2:13][CH2:14][CH2:15][CH2:16][OH:17].C([O-])([O-])=O.[K+].[K+].C(O)CO, predict the reaction product. (3) Given the reactants [N:1]1[CH:6]=[CH:5][CH:4]=[C:3]([CH2:7][C:8]([O:10][CH2:11][CH3:12])=[O:9])[CH:2]=1.[Li+].C[Si]([N-][Si](C)(C)C)(C)C.[C:23](Cl)(=[O:30])[C:24]1[CH:29]=[CH:28][CH:27]=[CH:26][CH:25]=1.CC(O)=O, predict the reaction product. The product is: [O:30]=[C:23]([C:24]1[CH:29]=[CH:28][CH:27]=[CH:26][CH:25]=1)[CH:7]([C:3]1[CH:2]=[N:1][CH:6]=[CH:5][CH:4]=1)[C:8]([O:10][CH2:11][CH3:12])=[O:9]. (4) Given the reactants C([Li])CCC.Br[C:7]1[S:8][CH:9]=[CH:10][C:11]=1[CH2:12][CH2:13][O:14][Si:15]([C:18]([CH3:21])([CH3:20])[CH3:19])([CH3:17])[CH3:16].[F:22][C:23]1[CH:30]=[CH:29][C:26]([CH:27]=[O:28])=[CH:25][CH:24]=1.[Cl-].[NH4+], predict the reaction product. The product is: [Si:15]([O:14][CH2:13][CH2:12][C:11]1[CH:10]=[CH:9][S:8][C:7]=1[CH:27]([C:26]1[CH:29]=[CH:30][C:23]([F:22])=[CH:24][CH:25]=1)[OH:28])([C:18]([CH3:21])([CH3:20])[CH3:19])([CH3:17])[CH3:16]. (5) Given the reactants [Br:1]Br.[CH3:3][C:4]1[N:9]([C:10]2[CH:15]=[CH:14][CH:13]=[C:12]([C:16]([F:19])([F:18])[F:17])[CH:11]=2)[C:8](=[O:20])[C:7]([C:21]([NH:23][CH2:24][C:25]2[CH:30]=[CH:29][C:28]([S:31]([CH3:34])(=[O:33])=[O:32])=[CH:27][CH:26]=2)=[O:22])=[CH:6][C:5]=1[C:35](=[O:38])[CH2:36][CH3:37], predict the reaction product. The product is: [Br:1][CH:36]([CH3:37])[C:35]([C:5]1[CH:6]=[C:7]([C:21]([NH:23][CH2:24][C:25]2[CH:26]=[CH:27][C:28]([S:31]([CH3:34])(=[O:32])=[O:33])=[CH:29][CH:30]=2)=[O:22])[C:8](=[O:20])[N:9]([C:10]2[CH:15]=[CH:14][CH:13]=[C:12]([C:16]([F:19])([F:18])[F:17])[CH:11]=2)[C:4]=1[CH3:3])=[O:38]. (6) Given the reactants C1(P(C2C=CC=CC=2)C2C=CC=CC=2)C=CC=CC=1.CC(OC(/N=N/C(OC(C)C)=O)=O)C.[F:34][C@H:35]1[C@@H:40]([OH:41])[CH2:39][CH2:38][N:37]([C:42]([O:44][CH2:45][C:46]2[CH:51]=[CH:50][CH:49]=[CH:48][CH:47]=2)=[O:43])[CH2:36]1.[N+:52]([C:55]1[CH:63]=[CH:62][C:58]([C:59](O)=O)=[CH:57][CH:56]=1)([O-:54])=[O:53], predict the reaction product. The product is: [F:34][C@H:35]1[C@H:40]([O:41][CH2:59][C:58]2[CH:62]=[CH:63][C:55]([N+:52]([O-:54])=[O:53])=[CH:56][CH:57]=2)[CH2:39][CH2:38][N:37]([C:42]([O:44][CH2:45][C:46]2[CH:51]=[CH:50][CH:49]=[CH:48][CH:47]=2)=[O:43])[CH2:36]1.